Dataset: KCNQ2 potassium channel screen with 302,405 compounds. Task: Binary Classification. Given a drug SMILES string, predict its activity (active/inactive) in a high-throughput screening assay against a specified biological target. (1) The compound is Brc1cc(C(=O)N\C(C(=O)N2CCOCC2)=C/c2ccccc2)ccc1. The result is 0 (inactive). (2) The drug is S(=O)(=O)(N1CCC(CC1)C(=O)NCc1ccncc1)c1c(cc(cc1C)C)C. The result is 0 (inactive). (3) The compound is Clc1c(CC(OCC(=O)Nc2oc(nn2)c2ccccc2)=O)c(F)ccc1. The result is 0 (inactive). (4) The drug is S(=O)(=O)(N(Cc1cc2c([nH]c1=O)c(ccc2)C)c1ccc(OC)cc1)C. The result is 0 (inactive). (5) The compound is O(c1c(N\N=C2\N=C(C(=N2)c2ccccc2)c2ccccc2)cccc1)C. The result is 0 (inactive). (6) The drug is Clc1c(N2CCOCC2)ccc(NC(=O)COc2c(F)c(F)c(c(F)c2F)C(F)(F)F)c1. The result is 0 (inactive). (7) The compound is S(c1n(c2ccc(OCC)cc2)c(nn1)COc1ccc(cc1)C)CC(=O)N. The result is 0 (inactive). (8) The compound is O1C(Oc2c(cccc2C)C)(c2c(C1=O)cccc2)c1ccccc1. The result is 0 (inactive).